From a dataset of Full USPTO retrosynthesis dataset with 1.9M reactions from patents (1976-2016). Predict the reactants needed to synthesize the given product. (1) Given the product [O:19]=[S:18]1(=[O:20])[CH2:17][CH2:16][CH2:15][N:1]1[CH2:2][C:3]1[CH:12]=[CH:11][C:6]([C:7]([O:9][CH3:10])=[O:8])=[C:5]([F:13])[CH:4]=1, predict the reactants needed to synthesize it. The reactants are: [NH2:1][CH2:2][C:3]1[CH:12]=[CH:11][C:6]([C:7]([O:9][CH3:10])=[O:8])=[C:5]([F:13])[CH:4]=1.Cl[CH2:15][CH2:16][CH2:17][S:18](Cl)(=[O:20])=[O:19]. (2) Given the product [CH2:1]([O:8][C:9]1[C:10]([F:19])=[C:11]([CH:12]=[CH:13][C:14]=1[F:15])[CH2:16][CH2:17][NH:18][S:28]([CH3:27])(=[O:30])=[O:29])[C:2]1[CH:3]=[CH:4][CH:5]=[CH:6][CH:7]=1, predict the reactants needed to synthesize it. The reactants are: [CH2:1]([O:8][C:9]1[C:10]([F:19])=[C:11]([CH2:16][CH2:17][NH2:18])[CH:12]=[CH:13][C:14]=1[F:15])[C:2]1[CH:7]=[CH:6][CH:5]=[CH:4][CH:3]=1.CCN(CC)CC.[CH3:27][S:28](Cl)(=[O:30])=[O:29].O. (3) Given the product [CH3:7][O:8][CH2:9][CH2:10][O:11][CH2:12][O:13][C:14]1[CH:19]=[CH:18][C:17]([C@@H:20]2[CH2:22][C@H:21]2[C:23]([N:26]=[N+:27]=[N-:28])=[O:25])=[CH:16][CH:15]=1, predict the reactants needed to synthesize it. The reactants are: ClC(OCC)=O.[CH3:7][O:8][CH2:9][CH2:10][O:11][CH2:12][O:13][C:14]1[CH:19]=[CH:18][C:17]([C@@H:20]2[CH2:22][C@H:21]2[C:23]([OH:25])=O)=[CH:16][CH:15]=1.[N-:26]=[N+:27]=[N-:28].[Na+]. (4) Given the product [CH3:39][C:38]1[C:34]([NH:33][S:32]([C:27]2[S:28][C:29]([CH3:31])=[CH:30][C:26]=2[C:23]2[CH:24]=[CH:25][C:20]([CH2:19][O:18][C:9]3[C:8]4[C:13](=[CH:14][CH:15]=[C:6]([C:4]([OH:5])=[O:3])[CH:7]=4)[N:12]=[C:11]([CH2:16][CH3:17])[CH:10]=3)=[CH:21][C:22]=2[CH2:43][O:44][CH3:45])(=[O:41])=[O:42])=[N:35][O:36][C:37]=1[CH3:40], predict the reactants needed to synthesize it. The reactants are: C([O:3][C:4]([C:6]1[CH:7]=[C:8]2[C:13](=[CH:14][CH:15]=1)[N:12]=[C:11]([CH2:16][CH3:17])[CH:10]=[C:9]2[O:18][CH2:19][C:20]1[CH:25]=[CH:24][C:23]([C:26]2[CH:30]=[C:29]([CH3:31])[S:28][C:27]=2[S:32](=[O:42])(=[O:41])[NH:33][C:34]2[C:38]([CH3:39])=[C:37]([CH3:40])[O:36][N:35]=2)=[C:22]([CH2:43][O:44][CH3:45])[CH:21]=1)=[O:5])C.[OH-].[Na+]. (5) The reactants are: [C:1]([O:5][C:6]([NH:8][C@@H:9]([CH2:13][CH2:14][CH2:15][C:16]1[CH:21]=[CH:20][CH:19]=[CH:18][CH:17]=1)[C:10]([OH:12])=O)=[O:7])([CH3:4])([CH3:3])[CH3:2].CN1CCOCC1.Cl.[CH3:30][NH:31][O:32][CH3:33].Cl.CN(C)CCCN=C=NCC. Given the product [C:1]([O:5][C:6](=[O:7])[NH:8][C@H:9]([C:10](=[O:12])[N:31]([O:32][CH3:33])[CH3:30])[CH2:13][CH2:14][CH2:15][C:16]1[CH:21]=[CH:20][CH:19]=[CH:18][CH:17]=1)([CH3:2])([CH3:3])[CH3:4], predict the reactants needed to synthesize it. (6) Given the product [N+:39]([C:42]1[CH:48]=[CH:47][C:45]([O:46][C:27]2[C:26]([F:33])=[C:25]([F:34])[C:24]([C:19]3[C:18]([F:35])=[C:17]([F:36])[C:16]([O:15][C:14]4[CH:37]=[CH:38][C:11]([C:9]([O:8][CH2:1][C:2]5[CH:7]=[CH:6][CH:5]=[CH:4][CH:3]=5)=[O:10])=[CH:12][CH:13]=4)=[C:21]([F:22])[C:20]=3[F:23])=[C:29]([F:30])[C:28]=2[F:31])=[CH:44][C:43]=1[O:49][CH2:50][C:51]1[CH:52]=[CH:53][CH:54]=[CH:55][CH:56]=1)([O-:41])=[O:40], predict the reactants needed to synthesize it. The reactants are: [CH2:1]([O:8][C:9]([C:11]1[CH:38]=[CH:37][C:14]([O:15][C:16]2[C:21]([F:22])=[C:20]([F:23])[C:19]([C:24]3[C:29]([F:30])=[C:28]([F:31])[C:27](F)=[C:26]([F:33])[C:25]=3[F:34])=[C:18]([F:35])[C:17]=2[F:36])=[CH:13][CH:12]=1)=[O:10])[C:2]1[CH:7]=[CH:6][CH:5]=[CH:4][CH:3]=1.[N+:39]([C:42]1[CH:48]=[CH:47][C:45]([O-:46])=[CH:44][C:43]=1[O:49][CH2:50][C:51]1[CH:56]=[CH:55][CH:54]=[CH:53][CH:52]=1)([O-:41])=[O:40].[K+]. (7) The reactants are: [CH2:1]([O:3][C:4](=[O:42])[CH2:5][C:6]1[CH:11]=[CH:10][CH:9]=[C:8]([O:12][C:13]2[CH:18]=[CH:17][C:16](B3OC(C)(C)C(C)(C)O3)=[CH:15][C:14]=2[CH2:28][N:29]2[C@@H:33]([CH3:34])[C@@H:32]([C:35]3[CH:40]=[CH:39][CH:38]=[CH:37][CH:36]=3)[O:31][C:30]2=[O:41])[CH:7]=1)[CH3:2].Br[C:44]1[S:45][CH:46]=[CH:47][N:48]=1. Given the product [CH2:1]([O:3][C:4](=[O:42])[CH2:5][C:6]1[CH:11]=[CH:10][CH:9]=[C:8]([O:12][C:13]2[CH:18]=[CH:17][C:16]([C:44]3[S:45][CH:46]=[CH:47][N:48]=3)=[CH:15][C:14]=2[CH2:28][N:29]2[C@@H:33]([CH3:34])[C@@H:32]([C:35]3[CH:40]=[CH:39][CH:38]=[CH:37][CH:36]=3)[O:31][C:30]2=[O:41])[CH:7]=1)[CH3:2], predict the reactants needed to synthesize it.